From a dataset of Reaction yield outcomes from USPTO patents with 853,638 reactions. Predict the reaction yield, written as a fraction of the theoretical maximum amount of product (1.0 means a 100% yield; for example, 0.34 means a 34% yield). (1) The reactants are Cl[C:2]1[N:7]=[C:6]([C:8]2[N:12]3[CH:13]=[CH:14][CH:15]=[CH:16][C:11]3=[N:10][CH:9]=2)[C:5]([Cl:17])=[CH:4][N:3]=1.[NH2:18][C:19]1[CH:24]=[CH:23][C:22]([CH:25]2[CH2:30][CH2:29][N:28](C(=O)C)[CH2:27][CH2:26]2)=[CH:21][C:20]=1[O:34][CH3:35].C1(C)C=CC(S(O)(=O)=O)=CC=1. The catalyst is CC(O)CCC. The product is [Cl:17][C:5]1[C:6]([C:8]2[N:12]3[CH:13]=[CH:14][CH:15]=[CH:16][C:11]3=[N:10][CH:9]=2)=[N:7][C:2]([NH:18][C:19]2[CH:24]=[CH:23][C:22]([CH:25]3[CH2:26][CH2:27][NH:28][CH2:29][CH2:30]3)=[CH:21][C:20]=2[O:34][CH3:35])=[N:3][CH:4]=1. The yield is 0.510. (2) The reactants are [OH:1][CH2:2][CH2:3][CH2:4][CH2:5][CH2:6][C:7]([O:9][CH2:10][CH3:11])=[O:8].C(N(CC)CC)C.[CH3:19][S:20](Cl)(=[O:22])=[O:21]. The catalyst is ClCCl. The product is [CH3:19][S:20]([O:1][CH2:2][CH2:3][CH2:4][CH2:5][CH2:6][C:7]([O:9][CH2:10][CH3:11])=[O:8])(=[O:22])=[O:21]. The yield is 0.850. (3) The reactants are [NH2:1][C:2]1[N:6]([C:7]2[CH:12]=[CH:11][CH:10]=[CH:9][CH:8]=2)[N:5]=[C:4]([O:13][C@H:14]2[CH2:18][CH2:17][N:16]([C:19]([O:21][C:22]([CH3:25])([CH3:24])[CH3:23])=[O:20])[CH2:15]2)[C:3]=1[CH3:26].C1(C2C=CC([CH2:36][O:37]C)=CC=2CN)CC1.[CH3:41][O:42][CH2:43][C:44]1[CH:45]=[CH:46][C:47]([O:52][C:53]([F:56])([F:55])[F:54])=[C:48]([CH2:50][NH2:51])[CH:49]=1. No catalyst specified. The product is [CH3:41][O:42][CH2:43][C:44]1[CH:45]=[CH:46][C:47]([O:52][C:53]([F:54])([F:55])[F:56])=[C:48]([CH:49]=1)[CH2:50][NH:51][C:36](=[O:37])[NH:1][C:2]1[N:6]([C:7]2[CH:8]=[CH:9][CH:10]=[CH:11][CH:12]=2)[N:5]=[C:4]([O:13][C@H:14]2[CH2:18][CH2:17][N:16]([C:19]([O:21][C:22]([CH3:23])([CH3:25])[CH3:24])=[O:20])[CH2:15]2)[C:3]=1[CH3:26]. The yield is 0.330. (4) The reactants are [CH3:1][O:2][C:3](=[O:15])[C:4]1[CH:9]=[CH:8][C:7]([O:10][CH2:11][CH2:12]O)=[CH:6][C:5]=1[OH:14].C(Br)(Br)(Br)[Br:17].C1(P(C2C=CC=CC=2)C2C=CC=CC=2)C=CC=CC=1. The catalyst is C(Cl)Cl. The product is [CH3:1][O:2][C:3](=[O:15])[C:4]1[CH:9]=[CH:8][C:7]([O:10][CH2:11][CH2:12][Br:17])=[CH:6][C:5]=1[OH:14]. The yield is 0.780. (5) The reactants are Cl[C:2]1[C:11]2[C:6](=[CH:7][CH:8]=[C:9]([C:12]3[O:13][CH:14]=[CH:15][N:16]=3)[CH:10]=2)[CH:5]=[N:4][CH:3]=1.[CH3:17][N:18]1[CH:22]=[C:21]([C:23]2[CH:28]=[CH:27][C:26](B3OC(C)(C)C(C)(C)O3)=[CH:25][CH:24]=2)[CH:20]=[N:19]1.C(Cl)Cl.C(=O)([O-])[O-].[Na+].[Na+].O. The yield is 0.590. The product is [CH3:17][N:18]1[CH:22]=[C:21]([C:23]2[CH:24]=[CH:25][C:26]([C:2]3[C:11]4[C:6](=[CH:7][CH:8]=[C:9]([C:12]5[O:13][CH:14]=[CH:15][N:16]=5)[CH:10]=4)[CH:5]=[N:4][CH:3]=3)=[CH:27][CH:28]=2)[CH:20]=[N:19]1. The catalyst is C1C=CC(P(C2C=CC=CC=2)[C-]2C=CC=C2)=CC=1.C1C=CC(P(C2C=CC=CC=2)[C-]2C=CC=C2)=CC=1.Cl[Pd]Cl.[Fe+2].C(#N)C.